From a dataset of Catalyst prediction with 721,799 reactions and 888 catalyst types from USPTO. Predict which catalyst facilitates the given reaction. Reactant: Br[C:2]1[CH:7]=[CH:6][C:5]([F:8])=[CH:4][C:3]=1[C:9]([F:12])([F:11])[F:10].[OH:13][CH:14]1[CH2:18][CH2:17][NH:16][CH2:15]1.C1(P(C2C=CC=CC=2)C2C=CC3C(=CC=CC=3)C=2C2C3C(=CC=CC=3)C=CC=2P(C2C=CC=CC=2)C2C=CC=CC=2)C=CC=CC=1.C(=O)([O-])[O-].[Cs+].[Cs+]. Product: [F:8][C:5]1[CH:6]=[CH:7][C:2]([N:16]2[CH2:17][CH2:18][CH:14]([OH:13])[CH2:15]2)=[C:3]([C:9]([F:12])([F:11])[F:10])[CH:4]=1. The catalyst class is: 493.